From a dataset of Full USPTO retrosynthesis dataset with 1.9M reactions from patents (1976-2016). Predict the reactants needed to synthesize the given product. (1) Given the product [CH3:1][O:2][C:5]1[CH:18]=[C:17]2[C:19]([CH3:31])([CH3:30])[C:20]3[CH:28]=[C:27]([O:37][CH3:36])[CH:26]=[C:22]4[C:23]([CH3:25])([CH3:24])[C:13]5[C:14]6[N:15]([C:21]=34)[C:16]2=[C:7]([C:8]([CH3:33])([CH3:32])[C:9]=6[CH:10]=[CH:11][CH:12]=5)[CH:6]=1, predict the reactants needed to synthesize it. The reactants are: [CH3:1][O-:2].[Na+].Br[C:5]1[CH:18]=[C:17]2[C:19]([CH3:31])([CH3:30])[C:20]3[CH:28]=[C:27](Br)[CH:26]=[C:22]4[C:23]([CH3:25])([CH3:24])[C:13]5[C:14]6[N:15]([C:21]=34)[C:16]2=[C:7]([C:8]([CH3:33])([CH3:32])[C:9]=6[CH:10]=[CH:11][CH:12]=5)[CH:6]=1.CN(C)[CH:36]=[O:37]. (2) Given the product [CH2:1]([C:8]1[CH:9]=[CH:10][C:11]([NH2:14])=[C:12]([I:15])[CH:13]=1)[C:2]1[CH:3]=[CH:4][CH:5]=[CH:6][CH:7]=1, predict the reactants needed to synthesize it. The reactants are: [CH2:1]([C:8]1[CH:13]=[CH:12][C:11]([NH2:14])=[CH:10][CH:9]=1)[C:2]1[CH:7]=[CH:6][CH:5]=[CH:4][CH:3]=1.[I:15]I.OO.O. (3) Given the product [Cl:3][C:4]1[CH:5]=[N:6][CH:7]=[C:8]([Cl:40])[C:9]=1[C:10]1[C:14]([CH2:15][O:16][C:17]2[CH:25]=[C:24]3[C:20]([CH:21]=[CH:22][N:23]3[CH2:26][C:27]3[CH:28]=[C:29]([CH:34]=[CH:35][CH:36]=3)[C:30]([OH:32])=[O:31])=[CH:19][CH:18]=2)=[C:13]([CH:37]([CH3:38])[CH3:39])[O:12][N:11]=1, predict the reactants needed to synthesize it. The reactants are: [OH-].[Na+].[Cl:3][C:4]1[CH:5]=[N:6][CH:7]=[C:8]([Cl:40])[C:9]=1[C:10]1[C:14]([CH2:15][O:16][C:17]2[CH:25]=[C:24]3[C:20]([CH:21]=[CH:22][N:23]3[CH2:26][C:27]3[CH:28]=[C:29]([CH:34]=[CH:35][CH:36]=3)[C:30]([O:32]C)=[O:31])=[CH:19][CH:18]=2)=[C:13]([CH:37]([CH3:39])[CH3:38])[O:12][N:11]=1.Cl. (4) Given the product [C:46]([C:45]1[C:37]([C:32]2[CH:33]=[CH:34][C:35]([F:36])=[C:30]([Cl:29])[CH:31]=2)=[N:38][N:39]2[CH2:44][CH2:43][N:42]([C:53]([NH:26][C:5]([CH3:9])([CH3:10])[C:4]([O:3][CH2:1][CH3:2])=[O:11])=[O:52])[CH2:41][C:40]=12)(=[O:47])[NH2:48], predict the reactants needed to synthesize it. The reactants are: [CH2:1]([O:3][C:4](=[O:11])[C:5]([CH3:10])([CH3:9])C(O)=O)[CH3:2].C1C=CC(P([N:26]=[N+]=[N-])(C2C=CC=CC=2)=O)=CC=1.[Cl:29][C:30]1[CH:31]=[C:32]([C:37]2[C:45]([C:46]([NH2:48])=[O:47])=[C:40]3[CH2:41][NH:42][CH2:43][CH2:44][N:39]3[N:38]=2)[CH:33]=[CH:34][C:35]=1[F:36].C1[CH2:53][O:52]CC1. (5) Given the product [CH2:36]([N:40]1[C:20]([CH2:19][C:18]([OH:17])([CH3:24])[CH3:23])=[CH:21][C:8]([C:7]([O:14][CH2:15][CH3:16])=[O:13])=[N:41]1)[CH2:37][CH2:38][CH3:39], predict the reactants needed to synthesize it. The reactants are: CC(C)([O-])C.[Na+].[C:7]([O:14][CH2:15][CH3:16])(=[O:13])[C:8](OCC)=O.[OH:17][C:18]([CH3:24])([CH3:23])[CH2:19][C:20](=O)[CH3:21].C([O-])(=O)C.[K+].C(O)(=O)C(O)=O.[CH2:36]([NH:40][NH2:41])[CH2:37][CH2:38][CH3:39]. (6) Given the product [OH2:22].[ClH:41].[CH:1]1([CH2:7][C@@H:8]([NH:24][C:39]([C:33]2([CH3:32])[CH2:38][CH2:37][CH2:36][CH2:35][CH2:34]2)=[O:40])[CH2:9][N:10]2[CH2:15][CH2:14][N:13]([C:16]3[CH:21]=[CH:20][CH:19]=[CH:18][C:17]=3[O:22][CH3:23])[CH2:12][CH2:11]2)[CH2:6][CH2:5][CH2:4][CH2:3][CH2:2]1, predict the reactants needed to synthesize it. The reactants are: [CH:1]1([CH2:7][C@@H:8]([NH2:24])[CH2:9][N:10]2[CH2:15][CH2:14][N:13]([C:16]3[CH:21]=[CH:20][CH:19]=[CH:18][C:17]=3[O:22][CH3:23])[CH2:12][CH2:11]2)[CH2:6][CH2:5][CH2:4][CH2:3][CH2:2]1.C(N(CC)CC)C.[CH3:32][C:33]1([C:39]([Cl:41])=[O:40])[CH2:38][CH2:37][CH2:36][CH2:35][CH2:34]1.